This data is from Peptide-MHC class I binding affinity with 185,985 pairs from IEDB/IMGT. The task is: Regression. Given a peptide amino acid sequence and an MHC pseudo amino acid sequence, predict their binding affinity value. This is MHC class I binding data. (1) The peptide sequence is SPKIDRGWV. The MHC is HLA-B07:02 with pseudo-sequence HLA-B07:02. The binding affinity (normalized) is 0.430. (2) The peptide sequence is NDLLYAHI. The MHC is H-2-Kb with pseudo-sequence H-2-Kb. The binding affinity (normalized) is 0.400. (3) The peptide sequence is RFKRTSFFL. The MHC is HLA-B15:01 with pseudo-sequence HLA-B15:01. The binding affinity (normalized) is 0.153. (4) The peptide sequence is VDFKTPGTY. The MHC is HLA-A02:11 with pseudo-sequence HLA-A02:11. The binding affinity (normalized) is 0.0847. (5) The peptide sequence is ELLGYCVSLF. The MHC is HLA-A30:02 with pseudo-sequence HLA-A30:02. The binding affinity (normalized) is 0.0975. (6) The peptide sequence is SLFLPAILGV. The MHC is H-2-Kb with pseudo-sequence H-2-Kb. The binding affinity (normalized) is 0.0913. (7) The peptide sequence is TGFKQSSK. The MHC is HLA-A03:02 with pseudo-sequence HLA-A03:02. The binding affinity (normalized) is 0.0472.